Dataset: Peptide-MHC class I binding affinity with 185,985 pairs from IEDB/IMGT. Task: Regression. Given a peptide amino acid sequence and an MHC pseudo amino acid sequence, predict their binding affinity value. This is MHC class I binding data. (1) The peptide sequence is TEFFMSRKL. The MHC is HLA-A02:16 with pseudo-sequence HLA-A02:16. The binding affinity (normalized) is 0.0847. (2) The peptide sequence is MLYPLLWMF. The MHC is HLA-C04:01 with pseudo-sequence HLA-C04:01. The binding affinity (normalized) is 0.213. (3) The peptide sequence is ILNRETLLDFV. The MHC is HLA-B40:02 with pseudo-sequence HLA-B40:02. The binding affinity (normalized) is 0.362. (4) The peptide sequence is AATKRYPGV. The MHC is HLA-A68:02 with pseudo-sequence HLA-A68:02. The binding affinity (normalized) is 0.229.